Dataset: Full USPTO retrosynthesis dataset with 1.9M reactions from patents (1976-2016). Task: Predict the reactants needed to synthesize the given product. (1) The reactants are: N([O-])=O.[Na+].N[C:6]1[CH:7]=[CH:8][C:9]([F:16])=[C:10]([NH:12]C(=O)C)[CH:11]=1.S(=O)(=O)(O)[OH:18].NC(N)=O.[OH-].[Na+]. Given the product [NH2:12][C:10]1[CH:11]=[C:6]([OH:18])[CH:7]=[CH:8][C:9]=1[F:16], predict the reactants needed to synthesize it. (2) Given the product [CH2:1]([O:3][C:4]([N:6]1[C:15]2[C:10](=[CH:11][C:12]([C:16]([F:19])([F:18])[F:17])=[CH:13][CH:14]=2)[CH:9]([CH:20]([N:47]=[N+:48]=[N-:49])[C:26]2[CH:31]=[C:30]([C:32]([F:35])([F:34])[F:33])[CH:29]=[C:28]([C:36]([F:39])([F:38])[F:37])[CH:27]=2)[CH2:8][CH:7]1[CH2:40][CH3:41])=[O:5])[CH3:2], predict the reactants needed to synthesize it. The reactants are: [CH2:1]([O:3][C:4]([N:6]1[C:15]2[C:10](=[CH:11][C:12]([C:16]([F:19])([F:18])[F:17])=[CH:13][CH:14]=2)[CH:9]([CH:20]([C:26]2[CH:31]=[C:30]([C:32]([F:35])([F:34])[F:33])[CH:29]=[C:28]([C:36]([F:39])([F:38])[F:37])[CH:27]=2)OS(C)(=O)=O)[CH2:8][CH:7]1[CH2:40][CH3:41])=[O:5])[CH3:2].CN(C=O)C.[N-:47]=[N+:48]=[N-:49].[Na+]. (3) Given the product [NH2:1][C:2]1[C:11]2[N:10]=[CH:9][C:8]([CH2:12][CH2:13][C:14]3[CH:19]=[CH:18][C:17]([O:20][CH3:21])=[CH:16][C:15]=3[CH3:22])=[CH:7][C:6]=2[C:5]2[CH:23]=[CH:24][C:25]([CH2:27][CH2:28][P:29](=[O:30])([OH:33])[OH:36])=[CH:26][C:4]=2[N:3]=1, predict the reactants needed to synthesize it. The reactants are: [NH2:1][C:2]1[C:11]2[N:10]=[CH:9][C:8]([CH2:12][CH2:13][C:14]3[CH:19]=[CH:18][C:17]([O:20][CH3:21])=[CH:16][C:15]=3[CH3:22])=[CH:7][C:6]=2[C:5]2[CH:23]=[CH:24][C:25]([CH2:27][CH2:28][P:29](=[O:36])([O:33]CC)[O:30]CC)=[CH:26][C:4]=2[N:3]=1.C[Si](Br)(C)C. (4) Given the product [Br:1][C:2]1[CH:3]=[CH:4][C:5]([F:17])=[C:6]([C:8]2([CH3:11])[NH:12][C:13](=[O:16])[CH2:14][O:10][CH2:9]2)[CH:7]=1, predict the reactants needed to synthesize it. The reactants are: [Br:1][C:2]1[CH:3]=[CH:4][C:5]([F:17])=[C:6]([C:8]([NH:12][C:13](=[O:16])[CH2:14]Cl)([CH3:11])[CH2:9][OH:10])[CH:7]=1.CC([O-])(C)C.[K+]. (5) Given the product [OH:18][CH2:17][C:16]1[N:11]2[CH:10]=[CH:9][C:8]3[C@@H:7]([O:20][CH2:21][CH2:22][O:23][CH3:24])[C@H:6]([OH:25])[C@@H:5]([C:32]4[CH:37]=[CH:36][CH:35]=[CH:34][CH:33]=4)[NH:4][C:13]=3[C:12]2=[N:14][C:15]=1[CH3:19], predict the reactants needed to synthesize it. The reactants are: C([N:4]1[C:13]2[C:12]3=[N:14][C:15]([CH3:19])=[C:16]([CH2:17][OH:18])[N:11]3[CH:10]=[CH:9][C:8]=2[C@@H:7]([O:20][CH2:21][CH2:22][O:23][CH3:24])[C@H:6]([O:25]C(=O)C(C)(C)C)[C@H:5]1[C:32]1[CH:37]=[CH:36][CH:35]=[CH:34][CH:33]=1)(=O)C.C(=O)([O-])[O-].[K+].[K+]. (6) The reactants are: [NH2:1][CH2:2][C@@H:3]1[CH2:7][CH2:6][N:5]([C:8]2[C:17]3[C:12](=[CH:13][C:14]([CH3:18])=[CH:15][CH:16]=3)[N:11]=[C:10]([C:19]3[CH:24]=[CH:23][CH:22]=[CH:21][C:20]=3[OH:25])[N:9]=2)[CH2:4]1.C(N(CC)CC)C.Cl[C:34]([O:36][CH2:37][CH2:38][O:39][CH3:40])=[O:35]. Given the product [OH:25][C:20]1[CH:21]=[CH:22][CH:23]=[CH:24][C:19]=1[C:10]1[N:9]=[C:8]([N:5]2[CH2:6][CH2:7][C@@H:3]([CH2:2][NH:1][C:34](=[O:35])[O:36][CH2:37][CH2:38][O:39][CH3:40])[CH2:4]2)[C:17]2[C:12](=[CH:13][C:14]([CH3:18])=[CH:15][CH:16]=2)[N:11]=1, predict the reactants needed to synthesize it.